The task is: Predict which catalyst facilitates the given reaction.. This data is from Catalyst prediction with 721,799 reactions and 888 catalyst types from USPTO. (1) Reactant: [CH:1]1([O:4][C:5]2[CH:21]=[CH:20][C:8]([C:9]([NH:11][C:12]3([C:15]([O:17]CC)=[O:16])[CH2:14][CH2:13]3)=[O:10])=[CH:7][CH:6]=2)[CH2:3][CH2:2]1.[OH-].[Na+]. Product: [CH:1]1([O:4][C:5]2[CH:21]=[CH:20][C:8]([C:9]([NH:11][C:12]3([C:15]([OH:17])=[O:16])[CH2:13][CH2:14]3)=[O:10])=[CH:7][CH:6]=2)[CH2:3][CH2:2]1. The catalyst class is: 8. (2) Reactant: [C:1]([N:4]1[C:8]2[CH:9]=[CH:10][CH:11]=[CH:12][C:7]=2[NH:6][C:5]1=[O:13])([CH3:3])=[CH2:2].[C:14]([O:21][CH2:22][CH3:23])(=[O:20])/[CH:15]=[CH:16]/[CH2:17][CH2:18][CH3:19].[OH-].C([N+](C)(C)C)C1C=CC=CC=1.[NH4+].[Cl-]. Product: [CH2:22]([O:21][C:14](=[O:20])[CH2:15][CH:16]([N:6]1[C:7]2[CH:12]=[CH:11][CH:10]=[CH:9][C:8]=2[N:4]([C:1]([CH3:3])=[CH2:2])[C:5]1=[O:13])[CH2:17][CH2:18][CH3:19])[CH3:23]. The catalyst class is: 3. (3) Reactant: [CH2:1]([O:3][C:4](=[O:28])[CH:5]([C:13]1[CH:18]=[CH:17][C:16]([N+:19]([O-:21])=[O:20])=[C:15]([O:22][CH2:23][C:24]([F:27])([F:26])[F:25])[CH:14]=1)C(OC(C)(C)C)=O)[CH3:2]. Product: [CH2:1]([O:3][C:4](=[O:28])[CH2:5][C:13]1[CH:18]=[CH:17][C:16]([N+:19]([O-:21])=[O:20])=[C:15]([O:22][CH2:23][C:24]([F:26])([F:27])[F:25])[CH:14]=1)[CH3:2]. The catalyst class is: 15. (4) Reactant: Cl[C:2]1[C:3]([C:16]2[CH:21]=[CH:20][C:19]([F:22])=[CH:18][CH:17]=2)=[N:4][C:5]2[C:10]([N:11]=1)=[CH:9][C:8]([C:12]([O:14][CH3:15])=[O:13])=[CH:7][CH:6]=2.Cl.[CH3:24][C@@H:25]1[CH2:29][CH2:28][CH2:27][NH:26]1.CCN(C(C)C)C(C)C. Product: [F:22][C:19]1[CH:20]=[CH:21][C:16]([C:3]2[C:2]([N:26]3[CH2:27][CH2:28][CH2:29][C@H:25]3[CH3:24])=[N:11][C:10]3[C:5](=[CH:6][CH:7]=[C:8]([C:12]([O:14][CH3:15])=[O:13])[CH:9]=3)[N:4]=2)=[CH:17][CH:18]=1. The catalyst class is: 58. (5) Reactant: [CH3:1][O:2][C:3]([C:5]1[S:6][C:7]([CH:10]=[O:11])=[CH:8][CH:9]=1)=[O:4].S([CH2:22][N+:23]#[C-:24])(C1C=CC(C)=CC=1)(=O)=O.C([O-])([O-])=O.[K+].[K+]. Product: [CH3:1][O:2][C:3]([C:5]1[S:6][C:7]([C:10]2[O:11][CH:24]=[N:23][CH:22]=2)=[CH:8][CH:9]=1)=[O:4]. The catalyst class is: 5. (6) Reactant: [CH3:1][C:2]1[O:6][C:5]([C:7]2[CH:12]=[CH:11][CH:10]=[CH:9][CH:8]=2)=[N:4][C:3]=1[CH2:13][O:14][C:15]1[CH:19]=[C:18]([CH2:20][O:21][C:22]2[N:29]=[CH:28][CH:27]=[CH:26][C:23]=2[C:24]#N)[O:17][N:16]=1.C1(C)C=CC=CC=1.[H-].C([Al+]CC(C)C)C(C)C.[Cl-].[NH4+].C(OCC)(=[O:51])C. Product: [CH3:1][C:2]1[O:6][C:5]([C:7]2[CH:12]=[CH:11][CH:10]=[CH:9][CH:8]=2)=[N:4][C:3]=1[CH2:13][O:14][C:15]1[CH:19]=[C:18]([CH2:20][O:21][C:22]2[N:29]=[CH:28][CH:27]=[CH:26][C:23]=2[CH:24]=[O:51])[O:17][N:16]=1. The catalyst class is: 81.